Dataset: Full USPTO retrosynthesis dataset with 1.9M reactions from patents (1976-2016). Task: Predict the reactants needed to synthesize the given product. Given the product [CH2:13]([O:15][C:16](=[O:37])[CH:17]=[C:10]1[CH2:11][CH:8]([C:4]2[CH:5]=[CH:6][CH:7]=[C:2]([Br:1])[CH:3]=2)[CH2:9]1)[CH3:14], predict the reactants needed to synthesize it. The reactants are: [Br:1][C:2]1[CH:3]=[C:4]([CH:8]2[CH2:11][C:10](=O)[CH2:9]2)[CH:5]=[CH:6][CH:7]=1.[CH2:13]([O:15][C:16](=[O:37])[CH:17]=P(C1C=CC=CC=1)(C1C=CC=CC=1)C1C=CC=CC=1)[CH3:14].